This data is from Full USPTO retrosynthesis dataset with 1.9M reactions from patents (1976-2016). The task is: Predict the reactants needed to synthesize the given product. (1) Given the product [CH2:1]([O:8][C:9]1[C:10]([F:27])=[CH:11][C:12]([NH:20][CH:21]2[CH2:26][CH2:25][O:24][CH2:23][CH2:22]2)=[C:13]([CH:19]=1)[C:14]([OH:16])=[O:15])[C:2]1[CH:3]=[CH:4][CH:5]=[CH:6][CH:7]=1, predict the reactants needed to synthesize it. The reactants are: [CH2:1]([O:8][C:9]1[C:10]([F:27])=[CH:11][C:12]([NH:20][CH:21]2[CH2:26][CH2:25][O:24][CH2:23][CH2:22]2)=[C:13]([CH:19]=1)[C:14]([O:16]CC)=[O:15])[C:2]1[CH:7]=[CH:6][CH:5]=[CH:4][CH:3]=1.[OH-].[K+]. (2) Given the product [C:50]([OH:54])(=[O:53])[CH:51]=[CH2:52].[NH2:8][C:50]([O:54][CH2:55][CH3:56])=[O:53], predict the reactants needed to synthesize it. The reactants are: CC1C(N=C=O)=CC([N:8]=C=O)=CC=1.CCCCO[C@H](CO)CC.C([O-])(=O)C.C([O-])(=O)C.C([Sn+2]CCCC)CCC.COC1C=CC(O)=CC=1.[C:50]([O:54][CH2:55][CH2:56]O)(=[O:53])[CH:51]=[CH2:52]. (3) Given the product [CH3:1][O:2][C:3]1[CH:4]=[C:5]2[C:10](=[CH:11][C:12]=1[O:13][CH3:14])[N:9]=[CH:8][N:7]=[C:6]2[O:15][C:16]1[CH:26]=[CH:25][C:19]([O:20][CH2:21][C:22]([N:58]2[CH2:59][CH2:60][CH:55]([N:49]3[CH2:54][CH2:53][CH2:52][CH2:51][CH2:50]3)[CH2:56][CH2:57]2)=[O:24])=[CH:18][CH:17]=1, predict the reactants needed to synthesize it. The reactants are: [CH3:1][O:2][C:3]1[CH:4]=[C:5]2[C:10](=[CH:11][C:12]=1[O:13][CH3:14])[N:9]=[CH:8][N:7]=[C:6]2[O:15][C:16]1[CH:26]=[CH:25][C:19]([O:20][CH2:21][C:22]([OH:24])=O)=[CH:18][CH:17]=1.CCN=C=NCCCN(C)C.Cl.C1C=CC2N(O)N=NC=2C=1.[N:49]1([CH:55]2[CH2:60][CH2:59][NH:58][CH2:57][CH2:56]2)[CH2:54][CH2:53][CH2:52][CH2:51][CH2:50]1.C(=O)([O-])O.[Na+]. (4) Given the product [Cl:1][C:2]1[CH:3]=[C:4]([N:8]([CH2:9][C:10]2[C:19]3[C:14](=[C:15]([F:20])[CH:16]=[CH:17][CH:18]=3)[NH:13][C:12](=[O:21])[CH:11]=2)[C:28](=[O:29])[C:27]2[CH:26]=[CH:25][C:24]([N:23]([CH3:22])[CH3:33])=[CH:32][CH:31]=2)[CH:5]=[CH:6][CH:7]=1, predict the reactants needed to synthesize it. The reactants are: [Cl:1][C:2]1[CH:3]=[C:4]([NH:8][CH2:9][C:10]2[C:19]3[C:14](=[C:15]([F:20])[CH:16]=[CH:17][CH:18]=3)[NH:13][C:12](=[O:21])[CH:11]=2)[CH:5]=[CH:6][CH:7]=1.[CH3:22][N:23]([CH3:33])[C:24]1[CH:32]=[CH:31][C:27]([C:28](O)=[O:29])=[CH:26][CH:25]=1. (5) The reactants are: C([O:3][C:4](=[O:33])[C:5]1[CH:10]=[CH:9][CH:8]=[C:7]([N:11]2[C:15]([CH3:16])=[CH:14][CH:13]=[C:12]2[C:17]2[CH:22]=[C:21]([Br:23])[CH:20]=[CH:19][C:18]=2[O:24][CH2:25][C:26]2[CH:31]=[CH:30][C:29]([F:32])=[CH:28][CH:27]=2)[CH:6]=1)C.[OH-].[Na+]. Given the product [Br:23][C:21]1[CH:20]=[CH:19][C:18]([O:24][CH2:25][C:26]2[CH:27]=[CH:28][C:29]([F:32])=[CH:30][CH:31]=2)=[C:17]([C:12]2[N:11]([C:7]3[CH:6]=[C:5]([CH:10]=[CH:9][CH:8]=3)[C:4]([OH:33])=[O:3])[C:15]([CH3:16])=[CH:14][CH:13]=2)[CH:22]=1, predict the reactants needed to synthesize it. (6) Given the product [Cl:1][C:2]1[S:3][C:4]([CH2:7][N:8]2[C:13](=[O:14])[C:12]([C:15]3[NH:20][C:19]4[CH:21]=[CH:22][C:23]([OH:25])=[CH:24][C:18]=4[S:17](=[O:36])(=[O:37])[N:16]=3)=[C:11]([OH:38])[C:10]3[S:39][CH:40]=[CH:41][C:9]2=3)=[CH:5][N:6]=1, predict the reactants needed to synthesize it. The reactants are: [Cl:1][C:2]1[S:3][C:4]([CH2:7][N:8]2[C:13](=[O:14])[C:12]([C:15]3[NH:20][C:19]4[CH:21]=[CH:22][C:23]([O:25][Si](C(C)C)(C(C)C)C(C)C)=[CH:24][C:18]=4[S:17](=[O:37])(=[O:36])[N:16]=3)=[C:11]([OH:38])[C:10]3[S:39][CH:40]=[CH:41][C:9]2=3)=[CH:5][N:6]=1.[F-].C([N+](CCCC)(CCCC)CCCC)CCC.Cl.